The task is: Predict the reaction yield, written as a fraction of the theoretical maximum amount of product (1.0 means a 100% yield; for example, 0.34 means a 34% yield).. This data is from Reaction yield outcomes from USPTO patents with 853,638 reactions. (1) The reactants are [CH3:1][CH:2]([NH:4][S:5]([C:8]1[CH:13]=[CH:12][C:11](B(O)O)=[CH:10][CH:9]=1)(=[O:7])=[O:6])[CH3:3].Br[C:18]1[CH:23]=[CH:22][C:21]([O:24][CH2:25][CH:26]2[CH2:31][CH2:30][N:29]([C:32]([O:34][CH:35]([CH3:37])[CH3:36])=[O:33])[CH2:28][CH2:27]2)=[CH:20][CH:19]=1. No catalyst specified. The product is [CH3:1][CH:2]([NH:4][S:5]([C:8]1[CH:13]=[CH:12][C:11]([C:18]2[CH:19]=[CH:20][C:21]([O:24][CH2:25][CH:26]3[CH2:27][CH2:28][N:29]([C:32]([O:34][CH:35]([CH3:37])[CH3:36])=[O:33])[CH2:30][CH2:31]3)=[CH:22][CH:23]=2)=[CH:10][CH:9]=1)(=[O:7])=[O:6])[CH3:3]. The yield is 0.0800. (2) The reactants are [CH3:1][NH:2]N.[F:4][C:5]1[CH:6]=[C:7]([C:11](=[NH:14])OC)[CH:8]=[CH:9][CH:10]=1.[CH2:15]([O:17][CH:18]([O:23][CH2:24][CH3:25])[C:19](=[NH:22])OC)[CH3:16].C(O)(=O)C. The catalyst is C1COCC1.C(Cl)Cl. The product is [CH2:15]([O:17][CH:18]([O:23][CH2:24][CH3:25])[C:19]1[N:2]([CH3:1])[N:14]=[C:11]([C:7]2[CH:8]=[CH:9][CH:10]=[C:5]([F:4])[CH:6]=2)[N:22]=1)[CH3:16]. The yield is 0.210.